From a dataset of Peptide-MHC class II binding affinity with 134,281 pairs from IEDB. Regression. Given a peptide amino acid sequence and an MHC pseudo amino acid sequence, predict their binding affinity value. This is MHC class II binding data. (1) The peptide sequence is AAATAGTAVYGAFAA. The MHC is HLA-DPA10103-DPB10401 with pseudo-sequence HLA-DPA10103-DPB10401. The binding affinity (normalized) is 0.125. (2) The peptide sequence is TLTPMMSSKFPELGM. The MHC is DRB1_0405 with pseudo-sequence DRB1_0405. The binding affinity (normalized) is 0.190. (3) The peptide sequence is ENVKMEDVGYPIIID. The MHC is HLA-DPA10103-DPB10201 with pseudo-sequence HLA-DPA10103-DPB10201. The binding affinity (normalized) is 0.402.